This data is from Full USPTO retrosynthesis dataset with 1.9M reactions from patents (1976-2016). The task is: Predict the reactants needed to synthesize the given product. (1) Given the product [F:20][C:7]1[CH:2]=[CH:3][CH:4]=[C:5]([O:18][CH3:19])[C:6]=1[CH:8]([OH:17])[C:9]#[C:10][C:11]1[CH:16]=[CH:15][CH:14]=[CH:13][CH:12]=1, predict the reactants needed to synthesize it. The reactants are: F[C:2]1[CH:3]=[CH:4][C:5]([O:18][CH3:19])=[C:6]([CH:8]([OH:17])[C:9]#[C:10][C:11]2[CH:16]=[CH:15][CH:14]=[CH:13][CH:12]=2)[CH:7]=1.[F:20]C1C=CC=C(OC)C=1C=O. (2) The reactants are: [O:1]([Si:9]([C:12]([CH3:15])([CH3:14])[CH3:13])([CH3:11])[CH3:10])S(C(F)(F)F)(=O)=O.O[C@@H:17]1[CH2:21][N:20]([C:22]([O:24][C:25]([CH3:28])([CH3:27])[CH3:26])=[O:23])[C@@H:19]([C:29]([O:31][CH3:32])=[O:30])[CH2:18]1.C(N(CC)CC)C. Given the product [Si:9]([O:1][C@@H:17]1[CH2:21][N:20]([C:22]([O:24][C:25]([CH3:28])([CH3:27])[CH3:26])=[O:23])[C@@H:19]([C:29]([O:31][CH3:32])=[O:30])[CH2:18]1)([C:12]([CH3:15])([CH3:14])[CH3:13])([CH3:11])[CH3:10], predict the reactants needed to synthesize it. (3) Given the product [CH2:1]([C@H:8]([NH:31][C:32](=[O:38])[O:33][CH:34]1[CH2:35][O:47][CH2:39][O:40][CH2:36]1)[C@@H:9]([OH:30])[CH:10]([NH:18][S:19]([C:22]1[CH:27]=[CH:26][C:25]([O:28][CH3:29])=[CH:24][CH:23]=1)(=[O:20])=[O:21])[O:11][CH:12]1[CH2:13][CH2:14][CH2:15][CH2:16][CH2:17]1)[C:2]1[CH:3]=[CH:4][CH:5]=[CH:6][CH:7]=1, predict the reactants needed to synthesize it. The reactants are: [CH2:1]([C@H:8]([NH:31][C:32](=[O:38])[O:33][C:34](C)([CH3:36])[CH3:35])[C@@H:9]([OH:30])[CH:10]([NH:18][S:19]([C:22]1[CH:27]=[CH:26][C:25]([O:28][CH3:29])=[CH:24][CH:23]=1)(=[O:21])=[O:20])[O:11][CH:12]1[CH2:17][CH2:16][CH2:15][CH2:14][CH2:13]1)[C:2]1[CH:7]=[CH:6][CH:5]=[CH:4][CH:3]=1.[C:39](=O)([O:47]C1C=CC([N+]([O-])=O)=CC=1)[O:40]C1COCOC1.C(N(C(C)C)CC)(C)C.C(#N)C. (4) Given the product [O:13]=[C:12]1[NH:11][N:10]=[C:9]([CH2:14][C@@H:15]2[CH2:19][CH2:18][N:17]([C:20]([O:22][C:23]([CH3:26])([CH3:25])[CH3:24])=[O:21])[CH2:16]2)[N:8]1[C:5]1[CH:6]=[CH:7][C:2]([C:35]2[CH:44]=[C:43]3[C:38]([CH:39]=[CH:40][CH:41]=[N:42]3)=[CH:37][CH:36]=2)=[CH:3][CH:4]=1, predict the reactants needed to synthesize it. The reactants are: Br[C:2]1[CH:7]=[CH:6][C:5]([N:8]2[C:12](=[O:13])[NH:11][N:10]=[C:9]2[CH2:14][C@@H:15]2[CH2:19][CH2:18][N:17]([C:20]([O:22][C:23]([CH3:26])([CH3:25])[CH3:24])=[O:21])[CH2:16]2)=[CH:4][CH:3]=1.CC1(C)C(C)(C)OB([C:35]2[CH:44]=[C:43]3[C:38]([CH:39]=[CH:40][CH:41]=[N:42]3)=[CH:37][CH:36]=2)O1.C(=O)([O-])[O-].[K+].[K+]. (5) Given the product [OH:14][C:11]1[CH:12]=[CH:13][C:8]([O:7][CH3:6])=[CH:9][C:10]=1[CH:4]=[O:5], predict the reactants needed to synthesize it. The reactants are: [Mg+2].[Cl-].[Cl-].[CH2:4]=[O:5].[CH3:6][O:7][C:8]1[CH:13]=[CH:12][C:11]([OH:14])=[CH:10][CH:9]=1.Cl. (6) Given the product [CH:10]1([N:13]2[C:22]3[C:17](=[CH:18][C:19]([F:50])=[C:20]([N:23]4[CH2:28][CH2:27][N:26]([CH2:29][CH2:30][CH2:31][O:32][C:33]5[C:34]6[B:41]([OH:42])[O:45][CH:44]([CH2:9][N+:6]([O-:8])=[O:7])[C:35]=6[CH:36]=[CH:37][CH:38]=5)[CH2:25][CH2:24]4)[CH:21]=3)[C:16](=[O:51])[C:15]([C:52]([OH:54])=[O:53])=[CH:14]2)[CH2:12][CH2:11]1, predict the reactants needed to synthesize it. The reactants are: B(O)O.[OH-].[Na+].[N+:6]([CH3:9])([O-:8])=[O:7].[CH:10]1([N:13]2[C:22]3[C:17](=[CH:18][C:19]([F:50])=[C:20]([N:23]4[CH2:28][CH2:27][N:26]([CH2:29][CH2:30][CH2:31][O:32][C:33]5[CH:38]=[CH:37][CH:36]=[C:35](C=O)[C:34]=5[B:41]5[O:45][C:44](C)(C)C(C)(C)[O:42]5)[CH2:25][CH2:24]4)[CH:21]=3)[C:16](=[O:51])[C:15]([C:52]([OH:54])=[O:53])=[CH:14]2)[CH2:12][CH2:11]1.Cl. (7) Given the product [C:18]([OH:34])(=[O:2])[CH3:17].[NH2:15][C:16]1[N:21]([CH2:22][C:23]2[CH:28]=[CH:27][CH:26]=[C:25]([NH2:29])[CH:24]=2)[C:20](=[O:32])[N:19]([CH3:33])[C:18](=[O:34])[CH:17]=1, predict the reactants needed to synthesize it. The reactants are: [N+](C1C=C(C=CC=1)CNC(N)=O)([O-])=[O:2].[NH2:15][C:16]1[N:21]([CH2:22][C:23]2[CH:28]=[CH:27][CH:26]=[C:25]([N+:29]([O-])=O)[CH:24]=2)[C:20](=[O:32])[N:19]([CH3:33])[C:18](=[O:34])[CH:17]=1. (8) Given the product [ClH:20].[CH:25]1[N:24]2[CH:27]=[CH:28][CH:29]=[C:23]2[CH:22]=[C:21]([C:9]2[O:10][C:11]3[C:16]([C:7](=[N:6][OH:5])[CH:8]=2)=[CH:15][C:14]([O:17][CH2:18][CH2:19][N:35]2[CH2:36][CH2:37][CH:32]([C:31]([F:39])([F:38])[F:30])[CH2:33][CH2:34]2)=[CH:13][CH:12]=3)[N:26]=1, predict the reactants needed to synthesize it. The reactants are: C([O:5][N:6]=[C:7]1[C:16]2[C:11](=[CH:12][CH:13]=[C:14]([O:17][CH2:18][CH2:19][Cl:20])[CH:15]=2)[O:10][C:9]([C:21]2[N:26]=[CH:25][N:24]3[CH:27]=[CH:28][CH:29]=[C:23]3[CH:22]=2)=[CH:8]1)(C)(C)C.[F:30][C:31]([F:39])([F:38])[CH:32]1[CH2:37][CH2:36][NH:35][CH2:34][CH2:33]1. (9) Given the product [Cl:13][C:10]1[CH:9]=[CH:8][C:7]([CH:5]2[C:4](=[O:14])[C:3]([O:15][S:27]([CH2:23][CH2:24][CH2:25][CH3:26])(=[O:29])=[O:28])=[C:2]([NH2:1])[O:6]2)=[CH:12][CH:11]=1, predict the reactants needed to synthesize it. The reactants are: [NH2:1][C:2]1[O:6][CH:5]([C:7]2[CH:12]=[CH:11][C:10]([Cl:13])=[CH:9][CH:8]=2)[C:4](=[O:14])[C:3]=1[OH:15].C(N(CC)CC)C.[CH2:23]([S:27](Cl)(=[O:29])=[O:28])[CH2:24][CH2:25][CH3:26].[Cl-].[NH4+]. (10) Given the product [CH3:24][C:25]([CH3:53])([CH3:52])[C@H:26]([NH:31][C:32]([C:34]1[N:35]=[C:36](/[CH:44]=[CH:45]/[CH2:46][N:14]2[CH2:12][CH2:4][O:17][CH2:16][CH2:15]2)[N:37]2[CH2:42][CH2:41][N:40]([CH3:43])[CH2:39][C:38]=12)=[O:33])[C:27]([NH:29][CH3:30])=[O:28], predict the reactants needed to synthesize it. The reactants are: BrC1N2CCN(C)CC2=[C:4]([C:12]([NH:14][C@@H:15](C(C)(C)C)[C:16](NC)=[O:17])=O)N=1.[CH3:24][C:25]([CH3:53])([CH3:52])[C@H:26]([NH:31][C:32]([C:34]1[N:35]=[C:36]([C:44]#[C:45][C:46]2C=CC=CC=2)[N:37]2[CH2:42][CH2:41][N:40]([CH3:43])[CH2:39][C:38]=12)=[O:33])[C:27]([NH:29][CH3:30])=[O:28].ClC/C=C/B(O)O.C([O-])([O-])=O.[K+].[K+].N1CCOCC1.